This data is from Full USPTO retrosynthesis dataset with 1.9M reactions from patents (1976-2016). The task is: Predict the reactants needed to synthesize the given product. (1) Given the product [O:1]1[C:10]2[CH:9]=[C:8]([CH2:11][NH:27][CH2:26][CH:22]3[O:23][CH2:24][CH2:25][N:20]([CH2:19][C:13]4[CH:18]=[CH:17][CH:16]=[CH:15][CH:14]=4)[CH2:21]3)[N:7]=[CH:6][C:5]=2[O:4][CH2:3][CH2:2]1, predict the reactants needed to synthesize it. The reactants are: [O:1]1[C:10]2[CH:9]=[C:8]([CH:11]=O)[N:7]=[CH:6][C:5]=2[O:4][CH2:3][CH2:2]1.[C:13]1([CH2:19][N:20]2[CH2:25][CH2:24][O:23][CH:22]([CH2:26][NH2:27])[CH2:21]2)[CH:18]=[CH:17][CH:16]=[CH:15][CH:14]=1. (2) Given the product [NH2:19][CH2:18][C:16]1[CH:17]=[C:12]([C:7]2[N:8]([CH3:11])[C:9]3[C:5]([C:6]=2[C:30]#[N:31])=[CH:4][CH:3]=[C:2]([Cl:1])[CH:10]=3)[CH:13]=[N:14][CH:15]=1, predict the reactants needed to synthesize it. The reactants are: [Cl:1][C:2]1[CH:10]=[C:9]2[C:5]([C:6]([C:30]#[N:31])=[C:7]([C:12]3[CH:13]=[N:14][CH:15]=[C:16]([CH2:18][N:19]4C(=O)C5C(=CC=CC=5)C4=O)[CH:17]=3)[N:8]2[CH3:11])=[CH:4][CH:3]=1.NN. (3) Given the product [F:3][C:4]1[CH:9]=[CH:8][CH:7]=[CH:6][C:5]=1[C:10]1[CH:18]=[CH:17][C:13]([C:14]([O-:16])=[O:15])=[C:12]([NH:19][C:20]([C:22]2[CH:23]=[N:24][CH:25]=[C:26]([C:28]3[CH:33]=[CH:32][CH:31]=[CH:30][CH:29]=3)[CH:27]=2)=[O:21])[CH:11]=1.[Na+:2], predict the reactants needed to synthesize it. The reactants are: [OH-].[Na+:2].[F:3][C:4]1[CH:9]=[CH:8][CH:7]=[CH:6][C:5]=1[C:10]1[CH:18]=[CH:17][C:13]([C:14]([OH:16])=[O:15])=[C:12]([NH:19][C:20]([C:22]2[CH:23]=[N:24][CH:25]=[C:26]([C:28]3[CH:33]=[CH:32][CH:31]=[CH:30][CH:29]=3)[CH:27]=2)=[O:21])[CH:11]=1. (4) Given the product [C:16]([O:20][C:21]([N:23]1[CH2:24][CH:25]([CH3:50])[N:26]([C:30]([C:32]2[C:40]3[C:35](=[C:36]([O:41][CH3:42])[CH:37]=[CH:38][CH:39]=3)[N:34]([CH2:43][CH:44]3[CH2:45][CH2:46][CH2:47][CH2:48][CH2:49]3)[CH:33]=2)=[O:31])[CH:27]([CH3:29])[CH2:28]1)=[O:22])([CH3:17])([CH3:18])[CH3:19].[ClH:58].[CH:44]1([CH2:43][N:34]2[C:35]3[C:40](=[CH:39][CH:38]=[CH:37][C:36]=3[O:41][CH3:42])[C:32]([C:30]([N:26]3[CH:25]([CH3:50])[CH2:24][NH:23][CH2:28][CH:27]3[CH3:29])=[O:31])=[CH:33]2)[CH2:49][CH2:48][CH2:47][CH2:46][CH2:45]1, predict the reactants needed to synthesize it. The reactants are: C(OC(N1CC(C)NC(C)C1)=O)(C)(C)C.[C:16]([O:20][C:21]([N:23]1[CH2:28][CH:27]([CH3:29])[N:26]([C:30]([C:32]2[C:40]3[C:35](=[C:36]([O:41][CH3:42])[CH:37]=[CH:38][CH:39]=3)[N:34]([CH2:43][CH:44]3[CH2:49][CH2:48][CH2:47][CH2:46][CH2:45]3)[CH:33]=2)=[O:31])[CH:25]([CH3:50])[CH2:24]1)=[O:22])([CH3:19])([CH3:18])[CH3:17].FC(F)(F)C(O)=O.[Cl:58]CCl.